Dataset: Forward reaction prediction with 1.9M reactions from USPTO patents (1976-2016). Task: Predict the product of the given reaction. (1) The product is: [Cl:1][C:2]1[C:3]([O:4][CH2:5][CH2:6][CH2:7][Si:8]([CH3:10])([CH3:9])[CH3:11])=[CH:12][C:13]([CH3:19])=[C:14]([NH2:16])[CH:15]=1. Given the reactants [Cl:1][C:2]1[CH:15]=[C:14]([N+:16]([O-])=O)[C:13]([CH3:19])=[CH:12][C:3]=1[O:4][CH2:5][CH2:6][CH2:7][Si:8]([CH3:11])([CH3:10])[CH3:9].CO.Cl.[Sn](Cl)Cl, predict the reaction product. (2) Given the reactants Cl[CH2:2][CH2:3][CH:4]1[CH2:8][CH2:7][CH:6]([C:9]2[CH:14]=[CH:13][C:12]([F:15])=[CH:11][CH:10]=2)[N:5]1[S:16]([C:19]1[CH:24]=[CH:23][C:22]([CH3:25])=[CH:21][CH:20]=1)(=[O:18])=[O:17].[NH:26]1[CH:30]=[N:29][N:28]=[N:27]1, predict the reaction product. The product is: [F:15][C:12]1[CH:13]=[CH:14][C:9]([CH:6]2[N:5]([S:16]([C:19]3[CH:24]=[CH:23][C:22]([CH3:25])=[CH:21][CH:20]=3)(=[O:17])=[O:18])[CH:4]([CH2:3][CH2:2][N:26]3[CH:30]=[N:29][N:28]=[N:27]3)[CH2:8][CH2:7]2)=[CH:10][CH:11]=1. (3) Given the reactants [F:1][C:2]1[CH:10]=[CH:9][C:5]([C:6]([OH:8])=[O:7])=[CH:4][C:3]=1[OH:11].S(=O)(=O)(O)O.O.C(=O)(O)[O-].[Na+].[CH3:23][CH2:24]O, predict the reaction product. The product is: [CH2:23]([O:7][C:6](=[O:8])[C:5]1[CH:9]=[CH:10][C:2]([F:1])=[C:3]([OH:11])[CH:4]=1)[CH3:24]. (4) Given the reactants [NH2:1][C:2]1[CH:7]=[CH:6][CH:5]=[CH:4][C:3]=1[NH:8][C:9]([NH:11][C:12]1[CH:17]=[CH:16][CH:15]=[CH:14][CH:13]=1)=[O:10].C(N(CC)CC)C.[C:25]1([S:31](Cl)(=[O:33])=[O:32])[CH:30]=[CH:29][CH:28]=[CH:27][CH:26]=1, predict the reaction product. The product is: [C:12]1([NH:11][C:9](=[O:10])[NH:8][C:3]2[CH:4]=[CH:5][CH:6]=[CH:7][C:2]=2[NH:1][S:31]([C:25]2[CH:30]=[CH:29][CH:28]=[CH:27][CH:26]=2)(=[O:33])=[O:32])[CH:17]=[CH:16][CH:15]=[CH:14][CH:13]=1. (5) Given the reactants [C:1]([NH:4][C:5]1[N:9]([C:10]2[CH:15]=[C:14]([S:16][CH2:17][C:18]([F:21])([F:20])[F:19])[C:13]([CH3:22])=[CH:12][C:11]=2[F:23])[N:8]=[C:7]([O:24][C:25]([F:34])([F:33])[CH:26]([F:32])[O:27][C:28]([F:31])([F:30])[F:29])[CH:6]=1)(=[O:3])[CH3:2].ClC1C=CC=C(C(OO)=[O:43])C=1, predict the reaction product. The product is: [C:1]([NH:4][C:5]1[N:9]([C:10]2[CH:15]=[C:14]([S:16]([CH2:17][C:18]([F:21])([F:20])[F:19])=[O:43])[C:13]([CH3:22])=[CH:12][C:11]=2[F:23])[N:8]=[C:7]([O:24][C:25]([F:34])([F:33])[CH:26]([F:32])[O:27][C:28]([F:31])([F:29])[F:30])[CH:6]=1)(=[O:3])[CH3:2]. (6) Given the reactants [F:1][C:2]([F:44])([F:43])[C:3]1[CH:4]=[C:5]([CH:40]=[CH:41][CH:42]=1)[CH2:6][NH:7][C:8]([C:10]1[CH:15]=[CH:14][N:13]=[C:12]([C:16]2[CH:21]=[C:20]([N:22]3[CH2:27][CH2:26][CH2:25][CH2:24][CH2:23]3)[CH:19]=[CH:18][C:17]=2[NH:28][C:29]([C:31]2[CH:32]=[C:33]([CH:37]=[CH:38][CH:39]=2)[C:34]([OH:36])=O)=[O:30])[CH:11]=1)=[O:9].CCN=C=NCCCN(C)C.Cl.[CH2:57]([N:59]([CH2:64][CH3:65])[CH2:60][CH2:61][NH:62][CH3:63])[CH3:58], predict the reaction product. The product is: [CH2:57]([N:59]([CH2:64][CH3:65])[CH2:60][CH2:61][N:62]([CH3:63])[C:34](=[O:36])[C:33]1[CH:37]=[CH:38][CH:39]=[C:31]([C:29]([NH:28][C:17]2[CH:18]=[CH:19][C:20]([N:22]3[CH2:27][CH2:26][CH2:25][CH2:24][CH2:23]3)=[CH:21][C:16]=2[C:12]2[CH:11]=[C:10]([C:8](=[O:9])[NH:7][CH2:6][C:5]3[CH:40]=[CH:41][CH:42]=[C:3]([C:2]([F:43])([F:1])[F:44])[CH:4]=3)[CH:15]=[CH:14][N:13]=2)=[O:30])[CH:32]=1)[CH3:58]. (7) Given the reactants [OH-:1].[Na+].[F:3][C:4]([F:21])([F:20])[C:5]1[CH:6]=[CH:7][C:8]([O:11][C:12]2[CH:19]=[CH:18][C:15]([CH:16]=[O:17])=[CH:14][CH:13]=2)=[N:9][CH:10]=1, predict the reaction product. The product is: [F:21][C:4]([F:20])([F:3])[C:5]1[CH:6]=[CH:7][C:8]([O:11][C:12]2[CH:19]=[CH:18][C:15]([C:16]([OH:1])=[O:17])=[CH:14][CH:13]=2)=[N:9][CH:10]=1.